From a dataset of Full USPTO retrosynthesis dataset with 1.9M reactions from patents (1976-2016). Predict the reactants needed to synthesize the given product. (1) The reactants are: [F:1][C:2]1[CH:7]=[CH:6][C:5]([CH:8](S(C2C=CC(C)=CC=2)(=O)=O)[NH:9][C:10](=[O:15])[C:11]([CH3:14])([CH3:13])[CH3:12])=[CH:4][CH:3]=1.[N:26]1[CH:31]=[CH:30][C:29]([CH:32]=[O:33])=[CH:28][CH:27]=1. Given the product [F:1][C:2]1[CH:3]=[CH:4][C:5]([CH:8]([NH:9][C:10](=[O:15])[C:11]([CH3:12])([CH3:13])[CH3:14])[C:32](=[O:33])[C:29]2[CH:30]=[CH:31][N:26]=[CH:27][CH:28]=2)=[CH:6][CH:7]=1, predict the reactants needed to synthesize it. (2) Given the product [CH2:13]([O:6][C:5](=[O:7])[C:4]1[CH:8]=[CH:9][C:10]([I:11])=[C:2]([OH:1])[CH:3]=1)[CH3:14], predict the reactants needed to synthesize it. The reactants are: [OH:1][C:2]1[CH:3]=[C:4]([CH:8]=[CH:9][C:10]=1[I:11])[C:5]([OH:7])=[O:6].Cl.[CH2:13](O)[CH3:14].